The task is: Regression. Given a peptide amino acid sequence and an MHC pseudo amino acid sequence, predict their binding affinity value. This is MHC class II binding data.. This data is from Peptide-MHC class II binding affinity with 134,281 pairs from IEDB. (1) The peptide sequence is GMLPVCPLIPGSTTT. The MHC is DRB1_0801 with pseudo-sequence DRB1_0801. The binding affinity (normalized) is 0. (2) The peptide sequence is MEALTFKACDHIM. The MHC is HLA-DQA10101-DQB10501 with pseudo-sequence HLA-DQA10101-DQB10501. The binding affinity (normalized) is 0.145. (3) The peptide sequence is FTQTMKGVERLAVMG. The MHC is DRB1_0901 with pseudo-sequence DRB1_0901. The binding affinity (normalized) is 0.522. (4) The binding affinity (normalized) is 0.202. The MHC is HLA-DPA10201-DPB11401 with pseudo-sequence HLA-DPA10201-DPB11401. The peptide sequence is QQLLFIHFRIGCRHSRIG.